From a dataset of Human liver microsome stability data. Regression/Classification. Given a drug SMILES string, predict its absorption, distribution, metabolism, or excretion properties. Task type varies by dataset: regression for continuous measurements (e.g., permeability, clearance, half-life) or binary classification for categorical outcomes (e.g., BBB penetration, CYP inhibition). Dataset: hlm. (1) The result is 1 (stable in human liver microsomes). The molecule is CC1CCCCC1NC(=O)NCCc1nnc(-c2ccccc2)n1C. (2) The molecule is CC(C)(C)c1cc(NC(=O)[C@@H]2C[C@@H](O)CN2C2CCCCC2)on1. The result is 0 (unstable in human liver microsomes). (3) The drug is CCc1nc2cc(Cl)ccn2c1C(=O)NCc1ccc(N2CC3CCCCC3C2)cc1. The result is 1 (stable in human liver microsomes). (4) The drug is C/C=C/[C@H]1CN(C(=O)c2cc(-c3ccc(F)cc3)on2)[C@@H](CC(C)C)C(=O)N1. The result is 1 (stable in human liver microsomes). (5) The compound is CCN(CC)N=c1c(O)c(O)c1=Nc1cccc(C(=O)N(C)C)c1O. The result is 0 (unstable in human liver microsomes). (6) The compound is COC(=O)Nc1ccc2c(c1)NC(=O)CCC=CC[C@H](NC(=O)C=Cc1cccc(Cl)c1)c1nc-2c[nH]1. The result is 0 (unstable in human liver microsomes). (7) The molecule is O=C(Nc1ccc(C(F)(F)F)nc1)c1ccc(C2(C(F)(F)F)CC2)cc1. The result is 0 (unstable in human liver microsomes). (8) The drug is CC1CC(O)CCC1NC(=O)NCCCCc1ccccc1. The result is 0 (unstable in human liver microsomes).